Dataset: Full USPTO retrosynthesis dataset with 1.9M reactions from patents (1976-2016). Task: Predict the reactants needed to synthesize the given product. Given the product [C:1]1([C:7]23[CH2:12][CH2:11][C:10]([C:15]([O:17][CH2:18][CH3:19])=[O:16])([CH2:9][CH2:8]2)[CH2:13][CH2:14]3)[CH:2]=[CH:3][CH:4]=[CH:5][CH:6]=1, predict the reactants needed to synthesize it. The reactants are: [C:1]1([C:7]23[CH2:14][CH2:13][C:10]([C:15]([O:17][CH2:18][CH3:19])=[O:16])([CH2:11][CH2:12]2)[CH:9]=[CH:8]3)[CH:6]=[CH:5][CH:4]=[CH:3][CH:2]=1.[H][H].